From a dataset of Reaction yield outcomes from USPTO patents with 853,638 reactions. Predict the reaction yield, written as a fraction of the theoretical maximum amount of product (1.0 means a 100% yield; for example, 0.34 means a 34% yield). (1) The reactants are [NH:1]1[CH2:11][CH2:10][CH2:9][CH:3]([C:4]([O:6][CH2:7][CH3:8])=[O:5])[CH2:2]1.CCN(C(C)C)C(C)C.[F:21][C:22]1[CH:30]=[CH:29][C:25]([C:26](Cl)=[O:27])=[CH:24][CH:23]=1. The catalyst is C1COCC1. The product is [CH2:7]([O:6][C:4]([CH:3]1[CH2:9][CH2:10][CH2:11][N:1]([C:26](=[O:27])[C:25]2[CH:29]=[CH:30][C:22]([F:21])=[CH:23][CH:24]=2)[CH2:2]1)=[O:5])[CH3:8]. The yield is 0.330. (2) The reactants are I[C:2]1[CH:7]=[CH:6][CH:5]=[CH:4][C:3]=1[N+:8]([O-])=O.[CH3:11][O:12][C:13](=[O:27])[CH2:14][CH2:15][CH2:16][CH2:17][C:18](=O)[NH:19][C:20]1[CH:25]=[CH:24][CH:23]=[CH:22][CH:21]=1. No catalyst specified. The product is [CH3:11][O:12][C:13](=[O:27])[CH2:14][CH2:15][CH2:16][CH2:17][C:18]1[N:8]([C:3]2[CH:4]=[CH:5][CH:6]=[CH:7][CH:2]=2)[C:21]2[CH:22]=[CH:23][CH:24]=[CH:25][C:20]=2[N:19]=1. The yield is 0.430. (3) The reactants are B(F)(F)F.CCOCC.[NH2:10][C:11]1[N:16]=[CH:15][C:14]([C:17]2[CH:18]=[C:19]([C:24]([N:26]3[CH2:31][CH2:30][O:29][CH2:28][CH2:27]3)=O)[CH:20]=[C:21]([Cl:23])[CH:22]=2)=[CH:13][C:12]=1[C:32]1[N:33]=[N:34][N:35]([CH:37]([CH3:39])[CH3:38])[CH:36]=1.[BH4-].[Na+].CO. The catalyst is C1COCC1.O. The product is [Cl:23][C:21]1[CH:22]=[C:17]([C:14]2[CH:13]=[C:12]([C:32]3[N:33]=[N:34][N:35]([CH:37]([CH3:39])[CH3:38])[CH:36]=3)[C:11]([NH2:10])=[N:16][CH:15]=2)[CH:18]=[C:19]([CH2:24][N:26]2[CH2:27][CH2:28][O:29][CH2:30][CH2:31]2)[CH:20]=1. The yield is 0.202.